From a dataset of Reaction yield outcomes from USPTO patents with 853,638 reactions. Predict the reaction yield, written as a fraction of the theoretical maximum amount of product (1.0 means a 100% yield; for example, 0.34 means a 34% yield). (1) The reactants are [Cl:1][C:2]1[CH:18]=[CH:17][C:5]2[CH2:6][CH2:7][N:8]([C:11](=[O:16])[C:12]([F:15])([F:14])[F:13])[CH2:9][CH2:10][C:4]=2[C:3]=1OS(C(F)(F)F)(=O)=O.[CH3:27][C:28]([CH3:41])([CH3:40])[CH2:29][O:30][CH2:31][C:32]1[CH:39]=[CH:38][C:35]([CH2:36][NH2:37])=[CH:34][CH:33]=1. The catalyst is C1(C)C=CC=CC=1. The product is [Cl:1][C:2]1[CH:18]=[CH:17][C:5]2[CH2:6][CH2:7][N:8]([C:11](=[O:16])[C:12]([F:15])([F:14])[F:13])[CH2:9][CH2:10][C:4]=2[C:3]=1[NH:37][CH2:36][C:35]1[CH:38]=[CH:39][C:32]([CH2:31][O:30][CH2:29][C:28]([CH3:41])([CH3:40])[CH3:27])=[CH:33][CH:34]=1. The yield is 0.790. (2) The reactants are [CH3:1][O:2][C:3]([CH:5]1[C:14]2[N:13]=[CH:12][NH:11][C:10]=2[CH2:9][CH2:8][CH2:7][CH2:6]1)=[O:4].C(N(CC)CC)C.[C:22]1([C:28](Cl)([C:35]2[CH:40]=[CH:39][CH:38]=[CH:37][CH:36]=2)[C:29]2[CH:34]=[CH:33][CH:32]=[CH:31][CH:30]=2)[CH:27]=[CH:26][CH:25]=[CH:24][CH:23]=1. The product is [CH3:1][O:2][C:3]([CH:5]1[C:14]2[N:13]=[CH:12][N:11]([C:28]([C:22]3[CH:27]=[CH:26][CH:25]=[CH:24][CH:23]=3)([C:35]3[CH:36]=[CH:37][CH:38]=[CH:39][CH:40]=3)[C:29]3[CH:30]=[CH:31][CH:32]=[CH:33][CH:34]=3)[C:10]=2[CH2:9][CH2:8][CH2:7][CH2:6]1)=[O:4]. The yield is 0.280. The catalyst is ClCCl. (3) The reactants are [OH:1][C:2]([C:33]1[S:34][CH:35]=[CH:36][CH:37]=1)([C:28]1[S:29][CH:30]=[CH:31][CH:32]=1)[C:3]([O:5][C@H:6]1[CH2:11][CH2:10][C@H:9]([N:12]([CH2:14][CH2:15][CH2:16][N:17]2[C:21]3[CH:22]=[CH:23][C:24]([CH:26]=O)=[CH:25][C:20]=3[N:19]=[N:18]2)[CH3:13])[CH2:8][CH2:7]1)=[O:4].C(O)(=O)C.[NH2:42][CH2:43][C@@H:44]([C:53]1[CH:62]=[CH:61][C:60]([OH:63])=[C:59]2[C:54]=1[CH:55]=[CH:56][C:57](=[O:64])[NH:58]2)[O:45][Si:46]([C:49]([CH3:52])([CH3:51])[CH3:50])([CH3:48])[CH3:47].C(N(C(C)C)CC)(C)C.C(O[BH-](OC(=O)C)OC(=O)C)(=O)C.[Na+]. The catalyst is CO.C1COCC1.C(Cl)(Cl)Cl. The product is [OH:1][C:2]([C:28]1[S:29][CH:30]=[CH:31][CH:32]=1)([C:33]1[S:34][CH:35]=[CH:36][CH:37]=1)[C:3]([O:5][C@H:6]1[CH2:7][CH2:8][C@H:9]([N:12]([CH2:14][CH2:15][CH2:16][N:17]2[C:21]3[CH:22]=[CH:23][C:24]([CH2:26][NH:42][CH2:43][C@H:44]([O:45][Si:46]([C:49]([CH3:52])([CH3:51])[CH3:50])([CH3:48])[CH3:47])[C:53]4[CH:62]=[CH:61][C:60]([OH:63])=[C:59]5[C:54]=4[CH:55]=[CH:56][C:57](=[O:64])[NH:58]5)=[CH:25][C:20]=3[N:19]=[N:18]2)[CH3:13])[CH2:10][CH2:11]1)=[O:4]. The yield is 0.910. (4) The reactants are [S:1]1[CH:5]=[CH:4][C:3]([CH2:6][NH:7][CH:8]2[CH2:13][CH2:12][N:11]([CH:14]([CH3:28])[CH2:15][CH2:16][NH:17][C:18]([C:20]3[C:21]([CH3:27])=[N:22][CH:23]=[N:24][C:25]=3[CH3:26])=[O:19])[CH2:10][CH2:9]2)=[CH:2]1.[C:29]([O:33][C:34]([N:36]1[CH2:41][CH2:40][CH:39]([CH2:42][C:43](O)=[O:44])[CH2:38][CH2:37]1)=[O:35])([CH3:32])([CH3:31])[CH3:30].CCN=C=NCCCN(C)C.C1C=CC2N(O)N=NC=2C=1.CCN(C(C)C)C(C)C. The catalyst is C(Cl)Cl. The product is [C:29]([O:33][C:34]([N:36]1[CH2:41][CH2:40][CH:39]([CH2:42][C:43](=[O:44])[N:7]([CH:8]2[CH2:9][CH2:10][N:11]([CH:14]([CH3:28])[CH2:15][CH2:16][NH:17][C:18]([C:20]3[C:25]([CH3:26])=[N:24][CH:23]=[N:22][C:21]=3[CH3:27])=[O:19])[CH2:12][CH2:13]2)[CH2:6][C:3]2[CH:4]=[CH:5][S:1][CH:2]=2)[CH2:38][CH2:37]1)=[O:35])([CH3:32])([CH3:31])[CH3:30]. The yield is 0.800.